The task is: Predict which catalyst facilitates the given reaction.. This data is from Catalyst prediction with 721,799 reactions and 888 catalyst types from USPTO. (1) Reactant: [CH2:1]([NH:7][C:8](=[O:17])[C:9]1[CH:14]=[C:13]([OH:15])[CH:12]=[CH:11][C:10]=1[OH:16])[CH2:2][CH2:3][CH2:4][CH2:5][CH3:6].[C:18]1(=[O:24])[O:23][C:21](=[O:22])[CH2:20][CH2:19]1. Product: [CH2:1]([NH:7][C:8](=[O:17])[C:9]1[CH:14]=[C:13]([O:15][C:18](=[O:24])[CH2:19][CH2:20][C:21]([OH:23])=[O:22])[CH:12]=[CH:11][C:10]=1[OH:16])[CH2:2][CH2:3][CH2:4][CH2:5][CH3:6]. The catalyst class is: 2. (2) Reactant: C(N(CC)CC)C.[Cl:8][C:9]1[CH:14]=[C:13]([C:15]([F:18])([F:17])[F:16])[CH:12]=[CH:11][C:10]=1I.[C:20]([OH:24])(=[O:23])[CH:21]=[CH2:22]. Product: [Cl:8][C:9]1[CH:14]=[C:13]([C:15]([F:18])([F:17])[F:16])[CH:12]=[CH:11][C:10]=1/[CH:22]=[CH:21]/[C:20]([OH:24])=[O:23]. The catalyst class is: 524. (3) Reactant: [CH3:1][O:2][C:3]1[CH:4]=[C:5]2[C:10](=[CH:11][C:12]=1[O:13][CH3:14])[N:9]=[CH:8][CH:7]=[C:6]2[O:15][C:16]1[CH:22]=[CH:21][C:19]([NH2:20])=[CH:18][CH:17]=1.C(N(C(C)C)CC)(C)C.ClC(Cl)(O[C:36](=[O:42])OC(Cl)(Cl)Cl)Cl.[NH2:44][C:45]1[S:46][C:47]([CH3:50])=[N:48][N:49]=1. Product: [CH3:1][O:2][C:3]1[CH:4]=[C:5]2[C:10](=[CH:11][C:12]=1[O:13][CH3:14])[N:9]=[CH:8][CH:7]=[C:6]2[O:15][C:16]1[CH:22]=[CH:21][C:19]([NH:20][C:36]([NH:44][C:45]2[S:46][C:47]([CH3:50])=[N:48][N:49]=2)=[O:42])=[CH:18][CH:17]=1. The catalyst class is: 146. (4) Reactant: [Si]([O:8][C@@H:9]1[C@@H:14]([CH3:15])[CH2:13][N:12]([C:16]2[CH:21]=[CH:20][N:19]=[CH:18][C:17]=2[NH:22][C:23]([C:25]2[CH:34]=[CH:33][C:32]3[C:27](=[CH:28][C:29]([CH:35]=[CH2:36])=[CH:30][CH:31]=3)[N:26]=2)=[O:24])[CH2:11][C@H:10]1[NH:37]C(=O)OC(C)(C)C)(C(C)(C)C)(C)C.Cl.O1CCOCC1. Product: [NH2:37][C@H:10]1[C@H:9]([OH:8])[C@@H:14]([CH3:15])[CH2:13][N:12]([C:16]2[CH:21]=[CH:20][N:19]=[CH:18][C:17]=2[NH:22][C:23]([C:25]2[CH:34]=[CH:33][C:32]3[C:27](=[CH:28][C:29]([CH2:35][CH3:36])=[CH:30][CH:31]=3)[N:26]=2)=[O:24])[CH2:11]1. The catalyst class is: 19. (5) Reactant: [N+:1]([C:4]1[CH:9]=[CH:8][CH:7]=[C:6]([C:10]2[CH:11]=[N:12][CH:13]=[CH:14][CH:15]=2)[C:5]=1[NH:16]C(=O)C)([O-:3])=[O:2].Cl.[OH-].[Na+]. Product: [N+:1]([C:4]1[CH:9]=[CH:8][CH:7]=[C:6]([C:10]2[CH:11]=[N:12][CH:13]=[CH:14][CH:15]=2)[C:5]=1[NH2:16])([O-:3])=[O:2]. The catalyst class is: 5. (6) Reactant: C(O[C:4]([C:6]1[C:7]2[N:8]=[CH:9][CH:10]=[N:11][C:12]=2[C:13]([C:16]2[C:21]([F:22])=[C:20]([O:23][CH3:24])[CH:19]=[C:18]([O:25][CH3:26])[C:17]=2[F:27])=[CH:14][CH:15]=1)=[O:5])C.CO.C1COCC1.[CH3:35][N:36]([CH3:46])[CH2:37][C:38]1[N:39]=[C:40]([N+:43]([O-])=O)[NH:41][CH:42]=1. Product: [CH3:35][N:36]([CH2:37][C:38]1[N:39]=[C:40]([NH:43][C:4]([C:6]2[C:7]3[N:8]=[CH:9][CH:10]=[N:11][C:12]=3[C:13]([C:16]3[C:17]([F:27])=[C:18]([O:25][CH3:26])[CH:19]=[C:20]([O:23][CH3:24])[C:21]=3[F:22])=[CH:14][CH:15]=2)=[O:5])[NH:41][CH:42]=1)[CH3:46]. The catalyst class is: 227.